This data is from Full USPTO retrosynthesis dataset with 1.9M reactions from patents (1976-2016). The task is: Predict the reactants needed to synthesize the given product. Given the product [CH:21]1([C:19]([N:16]2[CH2:17][CH2:18][C@@H:14]([CH2:13][N:12]3[C:3]4[C:4]([C:5]([NH:7][CH3:8])=[O:6])=[CH:9][CH:10]=[CH:11][C:2]=4[N:1]=[C:35]3[C:34]3[CH:33]=[CH:32][C:31]([C:27]4[CH:28]=[CH:29][CH:30]=[C:25]([OH:24])[CH:26]=4)=[CH:38][CH:37]=3)[CH2:15]2)=[O:20])[CH2:23][CH2:22]1, predict the reactants needed to synthesize it. The reactants are: [NH2:1][C:2]1[C:3]([NH:12][CH2:13][C@@H:14]2[CH2:18][CH2:17][N:16]([C:19]([CH:21]3[CH2:23][CH2:22]3)=[O:20])[CH2:15]2)=[C:4]([CH:9]=[CH:10][CH:11]=1)[C:5]([NH:7][CH3:8])=[O:6].[OH:24][C:25]1[CH:26]=[C:27]([C:31]2[CH:38]=[CH:37][C:34]([CH:35]=O)=[CH:33][CH:32]=2)[CH:28]=[CH:29][CH:30]=1.OOS([O-])=O.[K+].